The task is: Predict the reactants needed to synthesize the given product.. This data is from Full USPTO retrosynthesis dataset with 1.9M reactions from patents (1976-2016). (1) The reactants are: [F:1][C:2]1[CH:10]=[C:9]([Br:11])[CH:8]=[CH:7][C:3]=1[CH:4]=[N:5][OH:6].[Cl:12]N1C(=O)CCC1=O. Given the product [F:1][C:2]1[CH:10]=[C:9]([Br:11])[CH:8]=[CH:7][C:3]=1[C:4](=[N:5][OH:6])[Cl:12], predict the reactants needed to synthesize it. (2) Given the product [ClH:29].[C:8]([O:12][C:13](=[O:31])[CH2:14][NH:15][S:16]([C:19]1[CH:28]=[C:27]2[C:22]([C:23]([Cl:30])=[CH:24][N:25]=[C:26]2[NH:6][C:5]([NH2:7])=[NH:4])=[CH:21][CH:20]=1)(=[O:17])=[O:18])([CH3:11])([CH3:9])[CH3:10], predict the reactants needed to synthesize it. The reactants are: [H-].[Na+].Cl.[NH2:4][C:5]([NH2:7])=[NH:6].[C:8]([O:12][C:13](=[O:31])[CH2:14][NH:15][S:16]([C:19]1[CH:28]=[C:27]2[C:22]([C:23]([Cl:30])=[CH:24][N:25]=[C:26]2[Cl:29])=[CH:21][CH:20]=1)(=[O:18])=[O:17])([CH3:11])([CH3:10])[CH3:9]. (3) Given the product [CH2:1]([C:3]1[N:4]([C:38]2[CH:39]=[N:40][C:35]([O:34][CH:31]3[CH2:32][CH2:33][O:28][CH2:29][CH2:30]3)=[CH:36][CH:37]=2)[C:5](=[O:27])[C:6]([CH2:12][C:13]2[CH:18]=[CH:17][C:16]([C:19]3[C:20]([C:25]#[N:26])=[CH:21][CH:22]=[CH:23][CH:24]=3)=[CH:15][CH:14]=2)=[C:7]([CH2:9][CH2:10][CH3:11])[N:8]=1)[CH3:2], predict the reactants needed to synthesize it. The reactants are: [CH2:1]([C:3]1[NH:4][C:5](=[O:27])[C:6]([CH2:12][C:13]2[CH:18]=[CH:17][C:16]([C:19]3[C:20]([C:25]#[N:26])=[CH:21][CH:22]=[CH:23][CH:24]=3)=[CH:15][CH:14]=2)=[C:7]([CH2:9][CH2:10][CH3:11])[N:8]=1)[CH3:2].[O:28]1[CH2:33][CH2:32][CH:31]([O:34][C:35]2[N:40]=[CH:39][C:38](B(O)O)=[CH:37][CH:36]=2)[CH2:30][CH2:29]1.N1C=CC=CC=1.C(N(CC)CC)C. (4) Given the product [CH:25]1([N:30]2[CH2:40][C:39]([CH3:41])([CH3:42])[C:38](=[O:43])[N:37]([CH3:44])[C:36]3[C:31]2=[N:32][C:33]([NH:45][C:46]2[CH:54]=[CH:53][C:49]([C:50]([NH:68][CH:69]4[CH2:74][CH2:73][CH2:72][N:71]([CH3:75])[CH2:70]4)=[O:52])=[CH:48][C:47]=2[O:55][CH3:56])=[N:34][CH:35]=3)[CH2:29][CH2:28][CH2:27][CH2:26]1, predict the reactants needed to synthesize it. The reactants are: CN(C(ON1N=NC2C=CC=NC1=2)=[N+](C)C)C.F[P-](F)(F)(F)(F)F.[CH:25]1([N:30]2[CH2:40][C:39]([CH3:42])([CH3:41])[C:38](=[O:43])[N:37]([CH3:44])[C:36]3[C:31]2=[N:32][C:33]([NH:45][C:46]2[CH:54]=[CH:53][C:49]([C:50]([OH:52])=O)=[CH:48][C:47]=2[O:55][CH3:56])=[N:34][CH:35]=3)[CH2:29][CH2:28][CH2:27][CH2:26]1.CCN(C(C)C)C(C)C.Cl.Cl.[NH2:68][CH:69]1[CH2:74][CH2:73][CH2:72][N:71]([CH3:75])[CH2:70]1. (5) The reactants are: [CH2:1]([NH2:13])[CH2:2][CH2:3][CH2:4][CH2:5][CH2:6][CH2:7][CH2:8][CH2:9][CH2:10][CH2:11][CH3:12].COC(N1[C:22](=[O:23])[CH:21]=[CH:20][C:19]1=[O:24])=O.C(N(CC)CC)C. Given the product [CH2:1]([N:13]1[C:22](=[O:23])[CH:21]=[CH:20][C:19]1=[O:24])[CH2:2][CH2:3][CH2:4][CH2:5][CH2:6][CH2:7][CH2:8][CH2:9][CH2:10][CH2:11][CH3:12], predict the reactants needed to synthesize it. (6) Given the product [CH:11]([CH:13]1[CH2:18][CH2:17][CH2:16][N:15]([C:19]([O:21][C:22]([CH3:25])([CH3:24])[CH3:23])=[O:20])[CH2:14]1)=[CH2:26], predict the reactants needed to synthesize it. The reactants are: C[Si]([N-][Si](C)(C)C)(C)C.[K+].[CH:11]([CH:13]1[CH2:18][CH2:17][CH2:16][N:15]([C:19]([O:21][C:22]([CH3:25])([CH3:24])[CH3:23])=[O:20])[CH2:14]1)=O.[C:26]1(P(=O)(C2C=CC=CC=2)C2C=CC=CC=2)C=CC=CC=1.